From a dataset of Forward reaction prediction with 1.9M reactions from USPTO patents (1976-2016). Predict the product of the given reaction. (1) Given the reactants Cl.[C:2]([C:6]1[CH:11]=[CH:10][C:9]([N:12]2[CH2:18][CH2:17][CH2:16][NH:15][CH2:14][CH2:13]2)=[CH:8][CH:7]=1)([CH3:5])([CH3:4])[CH3:3].C[O:20][C:21](=[O:26])[CH2:22][CH2:23][CH2:24]Br.C(=O)([O-])[O-].[K+].[K+].[I-].[K+].[OH-].[Li+:36], predict the reaction product. The product is: [Li+:36].[C:2]([C:6]1[CH:7]=[CH:8][C:9]([N:12]2[CH2:18][CH2:17][CH2:16][N:15]([CH2:24][CH2:23][CH2:22][C:21]([O-:26])=[O:20])[CH2:14][CH2:13]2)=[CH:10][CH:11]=1)([CH3:5])([CH3:3])[CH3:4]. (2) Given the reactants [CH3:1][O:2][C:3](=[O:37])[NH:4][C@H:5]([C:9]([N:11]1[CH2:15][C@@H:14]([CH3:16])[CH2:13][C@H:12]1[C:17]1[NH:18][CH:19]=[C:20]([C:22]2[CH:27]=[CH:26][C:25](B3OC(C)(C)C(C)(C)O3)=[CH:24][CH:23]=2)[N:21]=1)=[O:10])[CH:6]([CH3:8])[CH3:7].[C:38]([O:42][C:43]([N:45]1[CH2:50][CH2:49][N:48]([C:51]2[CH:56]=[CH:55][C:54]([C:57](=[O:72])[NH:58][C:59]3[CH:64]=[C:63]([O:65][C:66]([F:69])([F:68])[F:67])[C:62](Br)=[CH:61][C:60]=3[Cl:71])=[CH:53][N:52]=2)[C@H:47]([CH3:73])[CH2:46]1)=[O:44])([CH3:41])([CH3:40])[CH3:39].O.C(=O)([O-])[O-].[K+].[K+], predict the reaction product. The product is: [C:38]([O:42][C:43]([N:45]1[CH2:50][CH2:49][N:48]([C:51]2[CH:56]=[CH:55][C:54]([C:57](=[O:72])[NH:58][C:59]3[C:60]([Cl:71])=[CH:61][C:62]([C:25]4[CH:26]=[CH:27][C:22]([C:20]5[N:21]=[C:17]([C@@H:12]6[CH2:13][C@H:14]([CH3:16])[CH2:15][N:11]6[C:9](=[O:10])[C@@H:5]([NH:4][C:3]([O:2][CH3:1])=[O:37])[CH:6]([CH3:8])[CH3:7])[NH:18][CH:19]=5)=[CH:23][CH:24]=4)=[C:63]([O:65][C:66]([F:69])([F:68])[F:67])[CH:64]=3)=[CH:53][N:52]=2)[C@H:47]([CH3:73])[CH2:46]1)=[O:44])([CH3:41])([CH3:40])[CH3:39]. (3) Given the reactants N#N.[CH3:3][O:4][C:5]([C:7]1[O:8][C:9]([CH2:12][N:13]2[CH:17]=[C:16]([NH2:18])[CH:15]=[N:14]2)=[CH:10][CH:11]=1)=[O:6].CCN(C(C)C)C(C)C.[CH:28]1[CH:33]=[C:32]([CH2:34][O:35][C:36](Cl)=[O:37])[C:31]([Cl:39])=[CH:30][CH:29]=1, predict the reaction product. The product is: [CH3:3][O:4][C:5]([C:7]1[O:8][C:9]([CH2:12][N:13]2[CH:17]=[C:16]([NH:18][C:36]([O:35][CH2:34][C:32]3[CH:33]=[CH:28][CH:29]=[CH:30][C:31]=3[Cl:39])=[O:37])[CH:15]=[N:14]2)=[CH:10][CH:11]=1)=[O:6]. (4) Given the reactants [Si]([O:18][CH2:19][CH2:20][CH:21]([C:30]1[C:34]([CH:35]2[CH2:37][CH2:36]2)=[C:33]([CH:38]2[CH2:41][CH:40]([CH2:42][CH:43]([CH3:45])[CH3:44])[CH2:39]2)[O:32][N:31]=1)[CH2:22][C:23]([O:25][C:26]([CH3:29])([CH3:28])[CH3:27])=[O:24])(C(C)(C)C)(C1C=CC=CC=1)C1C=CC=CC=1.O1CCCC1.[F-].C([N+](CCCC)(CCCC)CCCC)CCC, predict the reaction product. The product is: [CH:35]1([C:34]2[C:30]([CH:21]([CH2:20][CH2:19][OH:18])[CH2:22][C:23]([O:25][C:26]([CH3:28])([CH3:27])[CH3:29])=[O:24])=[N:31][O:32][C:33]=2[CH:38]2[CH2:39][CH:40]([CH2:42][CH:43]([CH3:45])[CH3:44])[CH2:41]2)[CH2:36][CH2:37]1. (5) Given the reactants Br[C:2]1[CH:11]=[C:10]2[C:5]([CH:6]=[C:7]([NH2:12])[N:8]=[CH:9]2)=[CH:4][CH:3]=1.[F:13][C:14]1[CH:15]=[CH:16][C:17]([CH3:23])=[C:18](B(O)O)[CH:19]=1.C([O-])([O-])=O.[Cs+].[Cs+], predict the reaction product. The product is: [F:13][C:14]1[CH:19]=[CH:18][C:17]([CH3:23])=[C:16]([C:2]2[CH:11]=[C:10]3[C:5]([CH:6]=[C:7]([NH2:12])[N:8]=[CH:9]3)=[CH:4][CH:3]=2)[CH:15]=1. (6) The product is: [N:12]1[CH:7]=[CH:8][CH:9]=[C:10]([O:13][C:3]2[CH2:4][CH2:5][O:1][N:2]=2)[CH:11]=1.[S:20]1[CH:21]=[CH:22][N:23]=[CH:19]1. Given the reactants [O:1]1[CH:5]=[CH:4][CH2:3][NH:2]1.Br[C:7]1[N:12]=[CH:11][C:10]([OH:13])=[CH:9][CH:8]=1.C([Sn](CCCC)(CCCC)[C:19]1[S:20][CH:21]=[CH:22][N:23]=1)CCC, predict the reaction product. (7) Given the reactants CC1C=CC(S([N:11]2[C:15]3[N:16]=[C:17]([NH:26][C:27]4[CH:35]=[CH:34][C:30]([C:31]([NH2:33])=[O:32])=[CH:29][CH:28]=4)[N:18]=[C:19]([NH:20][CH2:21][C:22]([F:25])([F:24])[F:23])[C:14]=3[CH:13]=[CH:12]2)(=O)=O)=CC=1, predict the reaction product. The product is: [F:25][C:22]([F:23])([F:24])[CH2:21][NH:20][C:19]1[N:18]=[C:17]([NH:26][C:27]2[CH:28]=[CH:29][C:30]([C:31]([NH2:33])=[O:32])=[CH:34][CH:35]=2)[NH:16][C:15]2=[N:11][CH:12]=[CH:13][C:14]=12. (8) Given the reactants [CH2:1]([O:8][CH2:9][C:10]1([CH3:23])[CH2:14][C:13]2[C:15]([CH3:22])=[C:16](Br)[C:17]([CH3:20])=[C:18]([CH3:19])[C:12]=2[O:11]1)[C:2]1[CH:7]=[CH:6][CH:5]=[CH:4][CH:3]=1.[CH3:24][O:25][C:26]1[CH:31]=[CH:30][C:29]([N:32]2[CH2:37][CH2:36][NH:35][CH2:34][CH2:33]2)=[CH:28][CH:27]=1, predict the reaction product. The product is: [CH2:1]([O:8][CH2:9][C:10]1([CH3:23])[CH2:14][C:13]2[C:15]([CH3:22])=[C:16]([N:35]3[CH2:34][CH2:33][N:32]([C:29]4[CH:28]=[CH:27][C:26]([O:25][CH3:24])=[CH:31][CH:30]=4)[CH2:37][CH2:36]3)[C:17]([CH3:20])=[C:18]([CH3:19])[C:12]=2[O:11]1)[C:2]1[CH:7]=[CH:6][CH:5]=[CH:4][CH:3]=1. (9) Given the reactants Cl[C:2]1[CH:7]=[C:6]([C:8]2[CH:13]=[CH:12][CH:11]=[C:10]([CH3:14])[C:9]=2[CH3:15])[N:5]=[C:4]([NH2:16])[N:3]=1.[NH:17]1[C:25]2[C:20](=[CH:21][C:22]([CH2:26][NH2:27])=[CH:23][CH:24]=2)[CH:19]=[N:18]1.CCN(CC)CC.C(O)CCC, predict the reaction product. The product is: [CH3:15][C:9]1[C:10]([CH3:14])=[CH:11][CH:12]=[CH:13][C:8]=1[C:6]1[N:5]=[C:4]([NH2:16])[N:3]=[C:2]([NH:27][CH2:26][C:22]2[CH:21]=[C:20]3[C:25](=[CH:24][CH:23]=2)[NH:17][N:18]=[CH:19]3)[CH:7]=1. (10) The product is: [Cl:1][C:2]1[CH:7]=[C:6]([CH:5]=[CH:4][C:3]=1[NH:10][C:11]([C:13]1[CH:17]=[C:16]([C:18]2[CH:23]=[CH:22][C:21]([O:24][CH:25]([CH3:26])[CH3:27])=[C:20]([Cl:28])[CH:19]=2)[O:15][N:14]=1)=[O:12])[CH2:8][NH:29][CH:30]([CH3:35])[CH2:31][C:32]([OH:34])=[O:33]. Given the reactants [Cl:1][C:2]1[CH:7]=[C:6]([CH:8]=O)[CH:5]=[CH:4][C:3]=1[NH:10][C:11]([C:13]1[CH:17]=[C:16]([C:18]2[CH:23]=[CH:22][C:21]([O:24][CH:25]([CH3:27])[CH3:26])=[C:20]([Cl:28])[CH:19]=2)[O:15][N:14]=1)=[O:12].[NH2:29][CH:30]([CH3:35])[CH2:31][C:32]([OH:34])=[O:33].CC(O)=O.C([BH3-])#N.[Na+], predict the reaction product.